Task: Predict the product of the given reaction.. Dataset: Forward reaction prediction with 1.9M reactions from USPTO patents (1976-2016) Given the reactants [CH3:1][N:2]1[CH:6]=[CH:5][C:4]([OH:7])=[N:3]1.[F:8][C:9]([F:22])([F:21])[S:10](O[S:10]([C:9]([F:22])([F:21])[F:8])(=[O:12])=[O:11])(=[O:12])=[O:11], predict the reaction product. The product is: [F:8][C:9]([F:22])([F:21])[S:10]([O:7][C:4]1[CH:5]=[CH:6][N:2]([CH3:1])[N:3]=1)(=[O:12])=[O:11].